This data is from Full USPTO retrosynthesis dataset with 1.9M reactions from patents (1976-2016). The task is: Predict the reactants needed to synthesize the given product. (1) Given the product [F:13][C:14]1[CH:31]=[C:30]([F:32])[C:29]([F:33])=[CH:28][C:15]=1[NH:16][C:17]1[CH:25]=[C:24]([F:26])[C:23]([F:27])=[CH:22][C:18]=1[C:19]([NH:43][O:42][CH2:35][C:36]1[CH:41]=[CH:40][CH:39]=[CH:38][CH:37]=1)=[O:21], predict the reactants needed to synthesize it. The reactants are: C(N1C=CN=C1)(N1C=CN=C1)=O.[F:13][C:14]1[CH:31]=[C:30]([F:32])[C:29]([F:33])=[CH:28][C:15]=1[NH:16][C:17]1[CH:25]=[C:24]([F:26])[C:23]([F:27])=[CH:22][C:18]=1[C:19]([OH:21])=O.Cl.[CH2:35]([O:42][NH2:43])[C:36]1[CH:41]=[CH:40][CH:39]=[CH:38][CH:37]=1.C(N(CC)CC)C. (2) Given the product [CH3:1][O:2][C:3]1[CH:4]=[C:5]2[C:10](=[CH:11][C:12]=1[O:13][CH3:14])[N:9]=[CH:8][CH:7]=[C:6]2[O:15][C:16]1[CH:17]=[CH:18][C:19]([NH:22][CH2:23][CH2:24][O:25][C:26]2[CH:27]=[CH:28][C:29]([F:32])=[CH:30][CH:31]=2)=[CH:20][CH:21]=1, predict the reactants needed to synthesize it. The reactants are: [CH3:1][O:2][C:3]1[CH:4]=[C:5]2[C:10](=[CH:11][C:12]=1[O:13][CH3:14])[N:9]=[CH:8][CH:7]=[C:6]2[O:15][C:16]1[CH:21]=[CH:20][C:19]([NH:22][C:23](=O)[CH2:24][O:25][C:26]2[CH:31]=[CH:30][C:29]([F:32])=[CH:28][CH:27]=2)=[CH:18][CH:17]=1.Cl.[OH-].[Na+].